Predict the reactants needed to synthesize the given product. From a dataset of Full USPTO retrosynthesis dataset with 1.9M reactions from patents (1976-2016). (1) Given the product [N:1]([CH:4]([C:6]1[N:7]=[C:8]2[S:16][CH:15]=[C:14]([CH3:17])[N:9]2[C:10](=[O:13])[C:11]=1[C:23]1[CH:22]=[CH:21][CH:20]=[C:19]([F:18])[C:24]=1[F:25])[CH3:5])=[N+:2]=[N-:3], predict the reactants needed to synthesize it. The reactants are: [N:1]([CH:4]([C:6]1[N:7]=[C:8]2[S:16][CH:15]=[C:14]([CH3:17])[N:9]2[C:10](=[O:13])[C:11]=1Br)[CH3:5])=[N+:2]=[N-:3].[F:18][C:19]1[C:24]([F:25])=[CH:23][CH:22]=[CH:21][C:20]=1B(O)O.C(=O)([O-])[O-].[Na+].[Na+].O. (2) Given the product [Si:1]([O:18][CH2:19][CH2:20][CH2:21][C:22]([CH2:23][CH2:24][CH2:25][O:26][Si:27]([C:40]([CH3:43])([CH3:42])[CH3:41])([C:34]1[CH:35]=[CH:36][CH:37]=[CH:38][CH:39]=1)[C:28]1[CH:29]=[CH:30][CH:31]=[CH:32][CH:33]=1)([OH:44])[CH2:49][C:48](=[O:47])[CH3:50])([C:14]([CH3:15])([CH3:16])[CH3:17])([C:8]1[CH:13]=[CH:12][CH:11]=[CH:10][CH:9]=1)[C:2]1[CH:3]=[CH:4][CH:5]=[CH:6][CH:7]=1, predict the reactants needed to synthesize it. The reactants are: [Si:1]([O:18][CH2:19][CH2:20][CH2:21][C:22](=[O:44])[CH2:23][CH2:24][CH2:25][O:26][Si:27]([C:40]([CH3:43])([CH3:42])[CH3:41])([C:34]1[CH:39]=[CH:38][CH:37]=[CH:36][CH:35]=1)[C:28]1[CH:33]=[CH:32][CH:31]=[CH:30][CH:29]=1)([C:14]([CH3:17])([CH3:16])[CH3:15])([C:8]1[CH:13]=[CH:12][CH:11]=[CH:10][CH:9]=1)[C:2]1[CH:7]=[CH:6][CH:5]=[CH:4][CH:3]=1.C[Si](C)(C)[O:47][C:48]([CH3:50])=[CH2:49]. (3) Given the product [NH:10]=[C:3]([CH3:5])[CH2:2][C:1]([O:7][CH2:8][CH3:9])=[O:6], predict the reactants needed to synthesize it. The reactants are: [C:1]([O:7][CH2:8][CH3:9])(=[O:6])[CH2:2][C:3]([CH3:5])=O.[NH3:10]. (4) Given the product [F:28][CH:25]1[CH2:26][CH2:27][N:22]([CH2:21][CH2:20][CH2:19][O:18][C:14]2[CH:13]=[C:12]3[C:17]([CH:8]([C:5]4[CH:6]=[N:7][C:2]([N:36]5[CH:40]=[CH:39][N:38]=[CH:37]5)=[CH:3][CH:4]=4)[CH2:9][N:10]([CH3:29])[CH2:11]3)=[CH:16][CH:15]=2)[CH2:23][CH2:24]1, predict the reactants needed to synthesize it. The reactants are: Br[C:2]1[N:7]=[CH:6][C:5]([CH:8]2[C:17]3[C:12](=[CH:13][C:14]([O:18][CH2:19][CH2:20][CH2:21][N:22]4[CH2:27][CH2:26][CH:25]([F:28])[CH2:24][CH2:23]4)=[CH:15][CH:16]=3)[CH2:11][N:10]([CH3:29])[CH2:9]2)=[CH:4][CH:3]=1.C([O-])([O-])=O.[K+].[K+].[NH:36]1[CH:40]=[CH:39][N:38]=[CH:37]1.